This data is from Catalyst prediction with 721,799 reactions and 888 catalyst types from USPTO. The task is: Predict which catalyst facilitates the given reaction. Reactant: [Cl:1][C:2]1[CH:3]=[CH:4][C:5]2[N:11]3[C:12]([CH:15]([CH3:17])[CH3:16])=[N:13][N:14]=[C:10]3[CH:9]([CH2:18][C:19]([N:21]3[CH2:26][CH2:25][CH:24]([C:27]([O:29]C)=[O:28])[CH2:23][CH2:22]3)=[O:20])[O:8][CH:7]([C:31]3[CH:36]=[CH:35][CH:34]=[C:33]([O:37][CH3:38])[C:32]=3[O:39][CH3:40])[C:6]=2[CH:41]=1.Cl. Product: [Cl:1][C:2]1[CH:3]=[CH:4][C:5]2[N:11]3[C:12]([CH:15]([CH3:16])[CH3:17])=[N:13][N:14]=[C:10]3[CH:9]([CH2:18][C:19]([N:21]3[CH2:22][CH2:23][CH:24]([C:27]([OH:29])=[O:28])[CH2:25][CH2:26]3)=[O:20])[O:8][CH:7]([C:31]3[CH:36]=[CH:35][CH:34]=[C:33]([O:37][CH3:38])[C:32]=3[O:39][CH3:40])[C:6]=2[CH:41]=1. The catalyst class is: 12.